This data is from Full USPTO retrosynthesis dataset with 1.9M reactions from patents (1976-2016). The task is: Predict the reactants needed to synthesize the given product. (1) Given the product [N:45]1[C:44]2[C:9](=[CH:14][C:13]([C:2]3[N:3]=[C:4]4[C:10]5[CH:11]=[CH:12][CH:13]=[CH:14][C:9]=5[NH:8][C:7]5[N:15]=[CH:16][CH:17]=[CH:18][C:6]=5[N:5]4[C:19]=3[C:20]3[CH:25]=[CH:24][C:23]([C:26]4([NH:30][C:31](=[O:37])[O:32][C:33]([CH3:36])([CH3:34])[CH3:35])[CH2:29][CH2:28][CH2:27]4)=[CH:22][CH:21]=3)=[CH:12][CH:11]=2)[CH:10]=[CH:4][CH:47]=1, predict the reactants needed to synthesize it. The reactants are: Br[C:2]1[N:3]=[C:4]2[C:10]3[CH:11]=[CH:12][CH:13]=[CH:14][C:9]=3[NH:8][C:7]3[N:15]=[CH:16][CH:17]=[CH:18][C:6]=3[N:5]2[C:19]=1[C:20]1[CH:25]=[CH:24][C:23]([C:26]2([NH:30][C:31](=[O:37])[O:32][C:33]([CH3:36])([CH3:35])[CH3:34])[CH2:29][CH2:28][CH2:27]2)=[CH:22][CH:21]=1.C([O-])([O-])=O.[Na+].[Na+].[CH3:44][N:45]([CH:47]=O)C. (2) Given the product [CH3:1][O:2][C:3]1[N:8]=[C:7]([C:9]2[NH:11][O:12][C:17](=[O:18])[N:10]=2)[CH:6]=[C:5]([C:13]([F:14])([F:16])[F:15])[N:4]=1, predict the reactants needed to synthesize it. The reactants are: [CH3:1][O:2][C:3]1[N:8]=[C:7]([C:9](=[N:11][OH:12])[NH2:10])[CH:6]=[C:5]([C:13]([F:16])([F:15])[F:14])[N:4]=1.[C:17](N1C=CN=C1)(N1C=CN=C1)=[O:18].N12CCCN=C1CCCCC2.Cl. (3) The reactants are: [N+:1]([C:4]1[CH:10]=[C:9]([O:11][CH3:12])[C:8]([O:13][CH3:14])=[CH:7][C:5]=1[NH2:6])([O-:3])=[O:2].[C:15]([O:19][CH2:20][CH3:21])(=[O:18])[CH:16]=[O:17].[CH3:22]O. Given the product [CH3:22][O:17][CH:16]([NH:6][C:5]1[CH:7]=[C:8]([O:13][CH3:14])[C:9]([O:11][CH3:12])=[CH:10][C:4]=1[N+:1]([O-:3])=[O:2])[C:15]([O:19][CH2:20][CH3:21])=[O:18], predict the reactants needed to synthesize it.